From a dataset of Full USPTO retrosynthesis dataset with 1.9M reactions from patents (1976-2016). Predict the reactants needed to synthesize the given product. Given the product [NH2:16][C:6]1[CH:5]=[C:4]([C:1](=[O:3])[CH3:2])[CH:15]=[CH:14][C:7]=1[CH:8]=[N:9][NH:10][C:11]1[S:13][CH:18]=[C:19]([C:21]2[CH:26]=[CH:25][CH:24]=[C:23]([N+:27]([O-:29])=[O:28])[CH:22]=2)[N:12]=1, predict the reactants needed to synthesize it. The reactants are: [C:1]([C:4]1[CH:15]=[CH:14][C:7]([CH:8]=[N:9][NH:10][C:11](=[S:13])[NH2:12])=[C:6]([NH2:16])[CH:5]=1)(=[O:3])[CH3:2].Br[CH2:18][C:19]([C:21]1[CH:26]=[CH:25][CH:24]=[C:23]([N+:27]([O-:29])=[O:28])[CH:22]=1)=O.